This data is from Reaction yield outcomes from USPTO patents with 853,638 reactions. The task is: Predict the reaction yield, written as a fraction of the theoretical maximum amount of product (1.0 means a 100% yield; for example, 0.34 means a 34% yield). (1) The reactants are Cl[C:2]1[N:7]=[C:6]([N:8]([CH3:23])[CH:9]2[CH2:14][CH2:13][N:12]([C:15]3[CH:22]=[CH:21][C:18]([C:19]#[N:20])=[CH:17][N:16]=3)[CH2:11][CH2:10]2)[C:5]([Cl:24])=[CH:4][N:3]=1.CCN(C(C)C)C(C)C.Cl.[CH3:35][N:36]1[CH:40]=[C:39]([NH2:41])[C:38]([CH3:42])=[N:37]1.C(Cl)Cl.CO. The catalyst is CCCCO. The product is [Cl:24][C:5]1[C:6]([N:8]([CH3:23])[CH:9]2[CH2:14][CH2:13][N:12]([C:15]3[CH:22]=[CH:21][C:18]([C:19]#[N:20])=[CH:17][N:16]=3)[CH2:11][CH2:10]2)=[N:7][C:2]([NH:41][C:39]2[C:38]([CH3:42])=[N:37][N:36]([CH3:35])[CH:40]=2)=[N:3][CH:4]=1. The yield is 0.460. (2) The reactants are Br[C:2]1[N:7]=[CH:6][C:5]([C:8]2[C:16]3[C:11](=[CH:12][C:13]([F:17])=[CH:14][CH:15]=3)[N:10]([S:18]([C:21]3[CH:26]=[CH:25][CH:24]=[CH:23][CH:22]=3)(=[O:20])=[O:19])[CH:9]=2)=[CH:4][CH:3]=1.Br.C([O-])([O-])=[O:29].[Na+].[Na+]. The catalyst is O.O1CCOCC1. The product is [F:17][C:13]1[CH:12]=[C:11]2[C:16]([C:8]([C:5]3[CH:4]=[CH:3][C:2](=[O:29])[NH:7][CH:6]=3)=[CH:9][N:10]2[S:18]([C:21]2[CH:26]=[CH:25][CH:24]=[CH:23][CH:22]=2)(=[O:20])=[O:19])=[CH:15][CH:14]=1. The yield is 0.230. (3) The reactants are Br[C:2]1[CH:3]=[C:4]([N:8]2[CH2:13][CH2:12][O:11][CH2:10][CH2:9]2)[CH:5]=[N:6][CH:7]=1.C[CH2:15][O:16]CC.C([Li])CCC.CN(C=O)C. The catalyst is CCCCCC. The product is [N:8]1([C:4]2[CH:5]=[N:6][CH:7]=[C:2]([CH:3]=2)[CH:15]=[O:16])[CH2:13][CH2:12][O:11][CH2:10][CH2:9]1. The yield is 0.900. (4) The reactants are O.[OH-].[Li+].C[O:5][C:6](=[O:35])[CH2:7][C:8]1[C:17]([CH3:18])=[C:16]([C:19]2[CH:24]=[CH:23][C:22]([S:25]([N:28]3[CH2:33][CH2:32][CH2:31][CH2:30][CH2:29]3)(=[O:27])=[O:26])=[CH:21][CH:20]=2)[C:15]2[C:10](=[CH:11][CH:12]=[C:13]([F:34])[CH:14]=2)[CH:9]=1.C1COCC1.O. The catalyst is CCCCCC. The product is [F:34][C:13]1[CH:14]=[C:15]2[C:10](=[CH:11][CH:12]=1)[CH:9]=[C:8]([CH2:7][C:6]([OH:35])=[O:5])[C:17]([CH3:18])=[C:16]2[C:19]1[CH:20]=[CH:21][C:22]([S:25]([N:28]2[CH2:33][CH2:32][CH2:31][CH2:30][CH2:29]2)(=[O:26])=[O:27])=[CH:23][CH:24]=1. The yield is 0.940. (5) The reactants are [Br:1][C:2]1[CH:7]=[CH:6][C:5](/[CH:8]=[CH:9]/[CH:10]=O)=[C:4]([O:12][CH2:13][C:14]#[CH:15])[CH:3]=1.[O-]S([O-])(=O)=O.[Mg+2].[CH3:22][N:23]([CH3:25])[NH2:24]. The catalyst is ClCCl. The product is [Br:1][C:2]1[CH:7]=[CH:6][C:5](/[CH:8]=[CH:9]/[CH:10]=[N:24]/[N:23]([CH3:25])[CH3:22])=[C:4]([O:12][CH2:13][C:14]#[CH:15])[CH:3]=1. The yield is 0.900. (6) The reactants are [Sn](Cl)Cl.[Br:4][C:5]1[CH:6]=[CH:7][C:8]([N+:13]([O-])=O)=[C:9]([CH:12]=1)[CH:10]=O.O=[C:17]([CH3:24])[CH2:18][C:19]([O:21][CH2:22][CH3:23])=[O:20]. The catalyst is C(OCC)C.C(O)C.[Cl-].[Zn+2].[Cl-]. The product is [Br:4][C:5]1[CH:12]=[C:9]2[C:8](=[CH:7][CH:6]=1)[N:13]=[C:17]([CH3:24])[C:18]([C:19]([O:21][CH2:22][CH3:23])=[O:20])=[CH:10]2. The yield is 0.550. (7) The reactants are [Cl:1][C:2]1[N:3]=[CH:4][C:5]2[CH:10]=[C:9]([CH:11](OCC)[O:12]CC)[N:8]([CH:18]3[CH2:22][CH2:21][CH2:20][CH2:19]3)[C:6]=2[N:7]=1.Cl.O.CCCCCCC.C(OCC)(=O)C. The catalyst is O1CCOCC1. The product is [Cl:1][C:2]1[N:3]=[CH:4][C:5]2[CH:10]=[C:9]([CH:11]=[O:12])[N:8]([CH:18]3[CH2:19][CH2:20][CH2:21][CH2:22]3)[C:6]=2[N:7]=1. The yield is 0.820. (8) The reactants are [C:1]([C:5]1[N:6]=[C:7](Cl)[C:8]2[N:13]=[N:12][N:11]([CH2:14][C:15]3[CH:20]=[CH:19][CH:18]=[CH:17][C:16]=3[Cl:21])[C:9]=2[N:10]=1)([CH3:4])([CH3:3])[CH3:2].[O:23]=[S:24]1(=[O:29])[CH2:28][CH2:27][CH2:26][NH:25]1.C1CCN2C(=NCCC2)CC1. The catalyst is CN(C=O)C. The product is [C:1]([C:5]1[N:6]=[C:7]([N:25]2[CH2:26][CH2:27][CH2:28][S:24]2(=[O:29])=[O:23])[C:8]2[N:13]=[N:12][N:11]([CH2:14][C:15]3[CH:20]=[CH:19][CH:18]=[CH:17][C:16]=3[Cl:21])[C:9]=2[N:10]=1)([CH3:4])([CH3:3])[CH3:2]. The yield is 0.160. (9) The reactants are [Br:1][C:2]1[CH:7]=[CH:6][C:5]([C:8](=O)[CH:9]=[N:10]O)=[CH:4][CH:3]=1.C(C1N=[C:17]([C:27]2[C:28]([O:34][CH3:35])=[N:29][CH:30]=[CH:31][C:32]=2[I:33])[N:18]([OH:26])C=1C1C=CC=CC=1)C. No catalyst specified. The product is [Br:1][C:2]1[CH:3]=[CH:4][C:5]([C:8]2[N:18]([OH:26])[C:17]([C:27]3[C:28]([O:34][CH3:35])=[N:29][CH:30]=[CH:31][C:32]=3[I:33])=[N:10][CH:9]=2)=[CH:6][CH:7]=1. The yield is 0.180. (10) The reactants are [Br:1][C:2]1[CH:3]=[C:4]([N:8]([CH3:11])[CH:9]=O)[CH:5]=[CH:6][CH:7]=1.[CH2:12]([Mg]Br)[CH3:13].CCOCC.C(OCC)(=O)C. The catalyst is O1CCCC1.CCCCCC. The product is [Br:1][C:2]1[CH:3]=[C:4]([N:8]([CH:9]2[CH2:13][CH2:12]2)[CH3:11])[CH:5]=[CH:6][CH:7]=1. The yield is 0.150.